This data is from Forward reaction prediction with 1.9M reactions from USPTO patents (1976-2016). The task is: Predict the product of the given reaction. The product is: [NH2:22][C:21]1[CH:23]=[C:17]([CH:18]=[CH:19][C:20]=1[N+:24]([O-:26])=[O:25])[O:1][C:2]1[CH:3]=[C:4]([NH:8][C:9](=[O:15])[O:10][C:11]([CH3:12])([CH3:14])[CH3:13])[CH:5]=[CH:6][CH:7]=1. Given the reactants [OH:1][C:2]1[CH:3]=[C:4]([NH:8][C:9](=[O:15])[O:10][C:11]([CH3:14])([CH3:13])[CH3:12])[CH:5]=[CH:6][CH:7]=1.F[C:17]1[CH:18]=[CH:19][C:20]([N+:24]([O-:26])=[O:25])=[C:21]([CH:23]=1)[NH2:22].C(=O)([O-])[O-].[K+].[K+], predict the reaction product.